From a dataset of Reaction yield outcomes from USPTO patents with 853,638 reactions. Predict the reaction yield, written as a fraction of the theoretical maximum amount of product (1.0 means a 100% yield; for example, 0.34 means a 34% yield). (1) The reactants are [NH:1]1[CH2:6][CH2:5][CH:4]([C:7]2[CH:12]=[CH:11][N:10]=[C:9]([NH2:13])[CH:8]=2)[CH2:3][CH2:2]1.C(N(CC)CC)C.[C:21](O[C:21]([O:23][C:24]([CH3:27])([CH3:26])[CH3:25])=[O:22])([O:23][C:24]([CH3:27])([CH3:26])[CH3:25])=[O:22].ClCCl.CO. The catalyst is O1CCCC1. The product is [NH2:13][C:9]1[CH:8]=[C:7]([CH:4]2[CH2:5][CH2:6][N:1]([C:21]([O:23][C:24]([CH3:27])([CH3:26])[CH3:25])=[O:22])[CH2:2][CH2:3]2)[CH:12]=[CH:11][N:10]=1. The yield is 0.380. (2) The reactants are [C:1]1(C)C=CC=C[CH:2]=1.[CH2:8]([O:15][C:16]1[CH:17]=[C:18]([CH2:30][C:31]#[N:32])[CH:19]=[CH:20][C:21]=1[O:22][CH2:23][C:24]1[CH:29]=[CH:28][CH:27]=[CH:26][CH:25]=1)[C:9]1[CH:14]=[CH:13][CH:12]=[CH:11][CH:10]=1.BrCCCl. The catalyst is [N+](CCCC)(CCCC)(CCCC)CCCC.[Br-].[OH-].[Na+].O. The product is [CH2:8]([O:15][C:16]1[CH:17]=[C:18]([C:30]2([C:31]#[N:32])[CH2:2][CH2:1]2)[CH:19]=[CH:20][C:21]=1[O:22][CH2:23][C:24]1[CH:29]=[CH:28][CH:27]=[CH:26][CH:25]=1)[C:9]1[CH:10]=[CH:11][CH:12]=[CH:13][CH:14]=1. The yield is 0.660. (3) The catalyst is C(O)C.[Ni]. The product is [Cl:1][C:2]1[CH:7]=[C:6]([O:8][C:9]2[C:10]([CH3:19])=[CH:11][C:12]([NH2:16])=[C:13]([F:15])[CH:14]=2)[CH:5]=[CH:4][N:3]=1. The reactants are [Cl:1][C:2]1[CH:7]=[C:6]([O:8][C:9]2[CH:14]=[C:13]([F:15])[C:12]([N+:16]([O-])=O)=[CH:11][C:10]=2[CH3:19])[CH:5]=[CH:4][N:3]=1. The yield is 1.00. (4) The reactants are [Br:1][C:2]1[CH:3]=[CH:4][C:5]([O:10][C:11]([CH3:15])([C:13]#[CH:14])[CH3:12])=[C:6]([CH:9]=1)[CH:7]=[O:8]. The catalyst is CC#N. The product is [Br:1][C:2]1[CH:3]=[C:4]2[C:5](=[C:6]([CH:7]=[O:8])[CH:9]=1)[O:10][C:11]([CH3:15])([CH3:12])[CH:13]=[CH:14]2. The yield is 0.530.